Dataset: Reaction yield outcomes from USPTO patents with 853,638 reactions. Task: Predict the reaction yield, written as a fraction of the theoretical maximum amount of product (1.0 means a 100% yield; for example, 0.34 means a 34% yield). The reactants are [NH:1]1[CH2:4][CH2:3][C:2]1=[O:5].[O-]P([O-])([O-])=O.[K+].[K+].[K+].CNCCNC.I[C:21]1[CH:28]=[CH:27][CH:26]=[CH:25][C:22]=1[CH2:23][NH2:24].N. The catalyst is O.[Cu]I.C1(C)C=CC=CC=1. The product is [NH:1]1[CH2:4][CH2:3][C:2](=[O:5])[NH:24][CH2:23][C:22]2[CH:25]=[CH:26][CH:27]=[CH:28][C:21]1=2. The yield is 0.820.